Dataset: Reaction yield outcomes from USPTO patents with 853,638 reactions. Task: Predict the reaction yield, written as a fraction of the theoretical maximum amount of product (1.0 means a 100% yield; for example, 0.34 means a 34% yield). (1) The reactants are C[O:2][CH:3](OC)[CH2:4][CH:5]([CH3:25])[C:6]([C:8]1[N:12]([C:13]2[CH:18]=[CH:17][C:16]([O:19][CH3:20])=[CH:15][CH:14]=2)[N:11]=[C:10]([CH2:21][CH3:22])[C:9]=1[C:23]#[N:24])=O.CN.Cl.O. The catalyst is CO.C(Cl)Cl. The product is [CH2:21]([C:10]1[C:9]([C:23]#[N:24])=[C:8]([C:6]2[O:2][CH:3]=[CH:4][C:5]=2[CH3:25])[N:12]([C:13]2[CH:14]=[CH:15][C:16]([O:19][CH3:20])=[CH:17][CH:18]=2)[N:11]=1)[CH3:22]. The yield is 0.300. (2) The reactants are [Cl:1][C:2]1[C:10]2[C:6](=[CH:7][N:8]([CH2:11][CH2:12][C:13]#[C:14][Si](C)(C)C)[N:9]=2)[CH:5]=[CH:4][CH:3]=1.ClC1C=CC=C2C=1N(CCC#C[Si](C)(C)C)N=C2. No catalyst specified. The product is [CH2:11]([N:8]1[CH:7]=[C:6]2[C:10]([C:2]([Cl:1])=[CH:3][CH:4]=[CH:5]2)=[N:9]1)[CH2:12][C:13]#[CH:14]. The yield is 0.230. (3) The reactants are [C:1]1([C@@H:7]2[C:9]3([CH2:13][CH2:12][CH2:11][CH2:10]3)[C@H:8]2[C:14]([OH:16])=O)[CH:6]=[CH:5][CH:4]=[CH:3][CH:2]=1.[F:17][C:18]([F:27])([F:26])[C:19]1[CH:24]=[CH:23][C:22]([NH2:25])=[CH:21][CH:20]=1. No catalyst specified. The product is [C:1]1([C@@H:7]2[C:9]3([CH2:10][CH2:11][CH2:12][CH2:13]3)[C@H:8]2[C:14]([NH:25][C:22]2[CH:23]=[CH:24][C:19]([C:18]([F:17])([F:26])[F:27])=[CH:20][CH:21]=2)=[O:16])[CH:2]=[CH:3][CH:4]=[CH:5][CH:6]=1. The yield is 0.600. (4) The reactants are [CH3:1][C:2]([CH3:7])([CH3:6])[CH2:3][CH:4]=O.Cl.Cl.[CH3:10][O:11][C:12](=[O:29])[C:13]1[CH:18]=[CH:17][C:16]([O:19][CH2:20][CH2:21][N:22]2[CH2:27][CH2:26][NH:25][CH2:24][CH2:23]2)=[C:15]([CH3:28])[CH:14]=1.C([BH3-])#N.[Na+]. The catalyst is CO.C(O)(=O)C. The product is [CH3:10][O:11][C:12](=[O:29])[C:13]1[CH:18]=[CH:17][C:16]([O:19][CH2:20][CH2:21][N:22]2[CH2:27][CH2:26][N:25]([CH2:4][CH2:3][C:2]([CH3:7])([CH3:6])[CH3:1])[CH2:24][CH2:23]2)=[C:15]([CH3:28])[CH:14]=1. The yield is 0.340. (5) The reactants are [NH2:1][C:2]1[N:6]([CH3:7])[C:5](=[O:8])[C:4]([C:16]2[CH:21]=[CH:20][C:19]([F:22])=[C:18](Br)[CH:17]=2)([C:9]2[CH:14]=[CH:13][C:12]([OH:15])=[CH:11][CH:10]=2)[N:3]=1.Br[C:25]1[CH:26]=[C:27]([F:31])[CH:28]=[N:29][CH:30]=1. No catalyst specified. The product is [NH2:1][C:2]1[N:6]([CH3:7])[C:5](=[O:8])[C:4]([C:16]2[CH:21]=[CH:20][C:19]([F:22])=[C:18]([C:25]3[CH:30]=[N:29][CH:28]=[C:27]([F:31])[CH:26]=3)[CH:17]=2)([C:9]2[CH:14]=[CH:13][C:12]([OH:15])=[CH:11][CH:10]=2)[N:3]=1. The yield is 0.620. (6) The reactants are [C:1]([O:5][C:6]([C:8]1[C:12]([CH3:13])=[C:11]([C:14](=[O:24])[NH:15][CH2:16]CCCCCCC)[S:10][C:9]=1[NH:25][C:26]([NH:28][CH2:29][CH2:30][CH2:31][CH2:32][CH2:33][CH2:34][CH2:35][CH3:36])=[O:27])=[O:7])([CH3:4])([CH3:3])[CH3:2].[CH3:37]NC.O.C(Cl)(Cl)Cl. The catalyst is CO. The product is [C:1]([O:5][C:6]([C:8]1[C:12]([CH3:13])=[C:11]([C:14](=[O:24])[N:15]([CH3:16])[CH3:37])[S:10][C:9]=1[NH:25][C:26]([NH:28][CH2:29][CH2:30][CH2:31][CH2:32][CH2:33][CH2:34][CH2:35][CH3:36])=[O:27])=[O:7])([CH3:3])([CH3:2])[CH3:4]. The yield is 0.990. (7) The catalyst is [OH-].[Na+].C1COCC1. The product is [C:16]([O:19][C:20](=[O:21])[NH:11][C:8]1[CH:9]=[CH:10][C:5]([C:1]([CH3:4])([CH3:2])[CH3:3])=[C:6]([N+:12]([O-:14])=[O:13])[CH:7]=1)([CH3:18])([CH3:17])[CH3:15]. The yield is 0.740. The reactants are [C:1]([C:5]1[CH:10]=[CH:9][C:8]([NH2:11])=[CH:7][C:6]=1[N+:12]([O-:14])=[O:13])([CH3:4])([CH3:3])[CH3:2].[CH3:15][C:16]([O:19][C:20](O[C:20]([O:19][C:16]([CH3:18])([CH3:17])[CH3:15])=[O:21])=[O:21])([CH3:18])[CH3:17].